Dataset: Forward reaction prediction with 1.9M reactions from USPTO patents (1976-2016). Task: Predict the product of the given reaction. (1) Given the reactants [CH2:1]([O:3][C:4](=[O:29])[CH2:5][C:6]1[CH:11]=[CH:10][C:9]([O:12][CH3:13])=[C:8]([O:14][C:15]2[CH:20]=[CH:19][C:18]([NH2:21])=[CH:17][C:16]=2[CH2:22][S:23][CH2:24][C:25]([F:28])([F:27])[F:26])[CH:7]=1)[CH3:2].Cl.[C:31](Cl)(=[O:38])[C:32]1[CH:37]=[CH:36][N:35]=[CH:34][CH:33]=1, predict the reaction product. The product is: [CH2:1]([O:3][C:4](=[O:29])[CH2:5][C:6]1[CH:11]=[CH:10][C:9]([O:12][CH3:13])=[C:8]([O:14][C:15]2[CH:20]=[CH:19][C:18]([NH:21][C:31]([C:32]3[CH:37]=[CH:36][N:35]=[CH:34][CH:33]=3)=[O:38])=[CH:17][C:16]=2[CH2:22][S:23][CH2:24][C:25]([F:26])([F:27])[F:28])[CH:7]=1)[CH3:2]. (2) Given the reactants [O:1]1[CH2:6][CH2:5][CH:4]([CH2:7][OH:8])[CH2:3][CH2:2]1.[CH2:9]([C:11]1[CH:16]=[CH:15][C:14]([N:17]([CH2:32][CH:33]([CH3:35])[CH3:34])[S:18]([C:21]2[CH:22]=[CH:23][C:24](O)=[C:25]([CH:30]=2)[C:26]([O:28][CH3:29])=[O:27])(=[O:20])=[O:19])=[CH:13][CH:12]=1)[CH3:10].C(P(CCCC)(CCCC)=CC#N)CCC, predict the reaction product. The product is: [CH2:9]([C:11]1[CH:16]=[CH:15][C:14]([N:17]([CH2:32][CH:33]([CH3:34])[CH3:35])[S:18]([C:21]2[CH:22]=[CH:23][C:24]([O:8][CH2:7][CH:4]3[CH2:5][CH2:6][O:1][CH2:2][CH2:3]3)=[C:25]([CH:30]=2)[C:26]([O:28][CH3:29])=[O:27])(=[O:20])=[O:19])=[CH:13][CH:12]=1)[CH3:10]. (3) Given the reactants [C:1]([NH:4][C:5]1[C:19]([N+:20]([O-])=O)=[CH:18][C:8]([O:9][CH2:10][CH2:11][CH2:12][C:13]([O:15][CH2:16][CH3:17])=[O:14])=[CH:7][C:6]=1[CH3:23])(=[O:3])[CH3:2].[H][H], predict the reaction product. The product is: [C:1]([NH:4][C:5]1[C:6]([CH3:23])=[CH:7][C:8]([O:9][CH2:10][CH2:11][CH2:12][C:13]([O:15][CH2:16][CH3:17])=[O:14])=[CH:18][C:19]=1[NH2:20])(=[O:3])[CH3:2]. (4) Given the reactants [C:1]1(=[O:8])[O:7][C:5](=[O:6])[CH2:4][CH2:3][CH2:2]1.[CH:9]1[C:21]2[CH:20]([CH2:22][OH:23])[C:19]3[C:14](=[CH:15][CH:16]=[CH:17][CH:18]=3)[C:13]=2[CH:12]=[CH:11][CH:10]=1, predict the reaction product. The product is: [CH:9]1[C:21]2[CH:20]([CH2:22][O:23][C:5]([CH2:4][CH2:3][CH2:2][C:1]([OH:7])=[O:8])=[O:6])[C:19]3[C:14](=[CH:15][CH:16]=[CH:17][CH:18]=3)[C:13]=2[CH:12]=[CH:11][CH:10]=1. (5) Given the reactants [F:1][C:2]([F:15])([F:14])[C:3]1[CH:12]=[C:11]2[C:6]([CH:7]=[CH:8][C:9]([NH2:13])=[CH:10]2)=[CH:5][CH:4]=1.C(N(CC)CC)C.[C:23](Cl)(=[O:25])[CH3:24], predict the reaction product. The product is: [F:1][C:2]([F:14])([F:15])[C:3]1[CH:12]=[C:11]2[C:6]([CH:7]=[CH:8][C:9]([NH:13][C:23](=[O:25])[CH3:24])=[CH:10]2)=[CH:5][CH:4]=1. (6) Given the reactants [CH3:1][N:2]1[C:10](=[O:11])[C:9]2[NH:8][C:7]([CH2:12][C:13]3[CH:18]=[CH:17][C:16]([NH:19][S:20]([C:23]4[C:24]([CH3:30])=[N:25][N:26]([CH3:29])[C:27]=4Cl)(=[O:22])=[O:21])=[CH:15][CH:14]=3)=[N:6][C:5]=2[N:4]([CH3:31])[C:3]1=[O:32], predict the reaction product. The product is: [CH3:1][N:2]1[C:10](=[O:11])[C:9]2[NH:8][C:7]([CH2:12][C:13]3[CH:18]=[CH:17][C:16]([NH:19][S:20]([C:23]4[C:24]([CH3:30])=[N:25][N:26]([CH3:29])[CH:27]=4)(=[O:22])=[O:21])=[CH:15][CH:14]=3)=[N:6][C:5]=2[N:4]([CH3:31])[C:3]1=[O:32]. (7) The product is: [F:49][C:37]1[CH:38]=[C:39]([N:42]2[CH:47]=[CH:46][CH:45]=[CH:44][C:43]2=[O:48])[CH:40]=[CH:41][C:36]=1[NH:35][C:34]([N:12]1[CH2:13][C:9](=[O:8])[C@H:10]([CH2:14][NH:15][C:16]([C:18]2[S:19][C:20]([Cl:23])=[CH:21][CH:22]=2)=[O:17])[CH2:11]1)=[O:33]. Given the reactants FC(F)(F)C(O)=O.[O:8]=[C:9]1[CH2:13][NH:12][CH2:11][C@H:10]1[CH2:14][NH:15][C:16]([C:18]1[S:19][C:20]([Cl:23])=[CH:21][CH:22]=1)=[O:17].[N+](C1C=CC([O:33][C:34](=O)[NH:35][C:36]2[CH:41]=[CH:40][C:39]([N:42]3[CH:47]=[CH:46][CH:45]=[CH:44][C:43]3=[O:48])=[CH:38][C:37]=2[F:49])=CC=1)([O-])=O, predict the reaction product. (8) Given the reactants [CH2:1]([C:8]1[O:9][C:10]2[CH:29]=[CH:28][CH:27]=[CH:26][C:11]=2[C:12]=1[C:13]1[CH:18]=[CH:17][C:16]([C:19]2[CH:24]=[CH:23][C:22]([OH:25])=[CH:21][CH:20]=2)=[CH:15][CH:14]=1)[C:2]1[CH:7]=[CH:6][CH:5]=[CH:4][CH:3]=1.C[O:31][C:32](=[O:42])[CH:33]([CH2:35][C:36]1[CH:41]=[CH:40][CH:39]=[CH:38][CH:37]=1)O, predict the reaction product. The product is: [CH2:1]([C:8]1[O:9][C:10]2[CH:29]=[CH:28][CH:27]=[CH:26][C:11]=2[C:12]=1[C:13]1[CH:18]=[CH:17][C:16]([C:19]2[CH:24]=[CH:23][C:22]([O:25][CH:33]([CH2:35][C:36]3[CH:41]=[CH:40][CH:39]=[CH:38][CH:37]=3)[C:32]([OH:42])=[O:31])=[CH:21][CH:20]=2)=[CH:15][CH:14]=1)[C:2]1[CH:3]=[CH:4][CH:5]=[CH:6][CH:7]=1. (9) Given the reactants [CH2:1]([O:3][C:4](=[O:16])[CH2:5][N:6]1[C:14]2[C:9](=[CH:10][CH:11]=[C:12]([OH:15])[CH:13]=2)[CH:8]=[CH:7]1)[CH3:2].[F:17][C:18]([F:32])([F:31])[C:19]1[CH:20]=[C:21]([C:25]#[C:26][CH2:27][CH2:28][CH2:29]O)[CH:22]=[CH:23][CH:24]=1.CN(C)C(N=NC(N(C)C)=O)=O.C(P(CCCC)CCCC)CCC, predict the reaction product. The product is: [CH2:1]([O:3][C:4](=[O:16])[CH2:5][N:6]1[C:14]2[C:9](=[CH:10][CH:11]=[C:12]([O:15][CH2:29][CH2:28][CH2:27][C:26]#[C:25][C:21]3[CH:22]=[CH:23][CH:24]=[C:19]([C:18]([F:17])([F:31])[F:32])[CH:20]=3)[CH:13]=2)[CH:8]=[CH:7]1)[CH3:2].